The task is: Predict the reactants needed to synthesize the given product.. This data is from Full USPTO retrosynthesis dataset with 1.9M reactions from patents (1976-2016). Given the product [CH3:33][N:36]([CH3:37])[C:17]([C:16]1[C:10]2[O:9][C:8]([NH:7][CH:4]3[CH2:3][CH2:2][N:1]([CH2:26][C:25]4[CH:28]=[CH:29][C:30]([O:31][CH3:32])=[C:23]([O:22][CH2:20][CH3:21])[CH:24]=4)[CH2:6][CH2:5]3)=[N:12][C:11]=2[CH:13]=[CH:14][CH:15]=1)=[O:19], predict the reactants needed to synthesize it. The reactants are: [NH:1]1[CH2:6][CH2:5][CH:4]([NH:7][C:8]2[O:9][C:10]3[C:16]([C:17]([OH:19])=O)=[CH:15][CH:14]=[CH:13][C:11]=3[N:12]=2)[CH2:3][CH2:2]1.[CH2:20]([O:22][C:23]1[CH:24]=[C:25]([CH:28]=[CH:29][C:30]=1[O:31][CH3:32])[CH:26]=O)[CH3:21].[CH:33]([N:36](C(C)C)[CH2:37]C)(C)C.C(O)(=O)C.C([BH3-])#N.[Na+].